From a dataset of Forward reaction prediction with 1.9M reactions from USPTO patents (1976-2016). Predict the product of the given reaction. (1) Given the reactants [C:1]([C:3]1[CH:4]=[C:5]2[C:10](=[CH:11][CH:12]=1)[CH:9]=[C:8](OS(C1C=CC=CC=1)(=O)=O)[CH:7]=[CH:6]2)#[N:2].[CH2:23]([OH:29])[CH2:24][CH2:25][CH2:26][C:27]#[CH:28], predict the reaction product. The product is: [OH:29][CH2:23][CH2:24][CH2:25][CH2:26][C:27]#[C:28][C:8]1[CH:9]=[C:10]2[C:5](=[CH:6][CH:7]=1)[CH:4]=[C:3]([C:1]#[N:2])[CH:12]=[CH:11]2. (2) Given the reactants [N:1]([CH2:4][CH2:5][C:6]1=[CH:7][N:8]([C:23]([CH3:26])([CH3:25])[CH3:24])[S:9]/[C:10]/1=[N:11]\[C:12](=[O:22])[C:13]1[CH:18]=[C:17]([Cl:19])[CH:16]=[CH:15][C:14]=1[O:20][CH3:21])=[N+]=[N-], predict the reaction product. The product is: [NH2:1][CH2:4][CH2:5][C:6]1=[CH:7][N:8]([C:23]([CH3:26])([CH3:25])[CH3:24])[S:9]/[C:10]/1=[N:11]\[C:12](=[O:22])[C:13]1[CH:18]=[C:17]([Cl:19])[CH:16]=[CH:15][C:14]=1[O:20][CH3:21].